From a dataset of Full USPTO retrosynthesis dataset with 1.9M reactions from patents (1976-2016). Predict the reactants needed to synthesize the given product. (1) Given the product [Cl:32][C:28]1[CH:27]=[C:26]([NH:1][C@H:2]2[C:11]3[C:6](=[CH:7][CH:8]=[C:9]([C:12]4[CH:13]=[N:14][N:15]([CH2:17][CH2:18][O:19][CH3:20])[CH:16]=4)[CH:10]=3)[N:5]([C:21](=[O:23])[CH3:22])[C@@H:4]([CH3:24])[CH2:3]2)[CH:31]=[CH:30][CH:29]=1, predict the reactants needed to synthesize it. The reactants are: [NH2:1][C@H:2]1[C:11]2[C:6](=[CH:7][CH:8]=[C:9]([C:12]3[CH:13]=[N:14][N:15]([CH2:17][CH2:18][O:19][CH3:20])[CH:16]=3)[CH:10]=2)[N:5]([C:21](=[O:23])[CH3:22])[C@@H:4]([CH3:24])[CH2:3]1.Br[C:26]1[CH:31]=[CH:30][CH:29]=[C:28]([Cl:32])[CH:27]=1.CN(C1C(C2C(P(C3CCCCC3)C3CCCCC3)=CC=CC=2)=CC=CC=1)C.CC(C)([O-])C.[Na+]. (2) Given the product [ClH:28].[NH2:20][C@@H:18]1[CH2:19][C@H:17]1[C:13]1[CH:12]=[C:11]([CH:16]=[CH:15][CH:14]=1)[C:9]([NH:8][CH2:1][C:2]1[CH:7]=[CH:6][CH:5]=[CH:4][CH:3]=1)=[O:10], predict the reactants needed to synthesize it. The reactants are: [CH2:1]([NH:8][C:9]([C:11]1[CH:12]=[C:13]([C@@H:17]2[CH2:19][C@H:18]2[NH:20]C(=O)OC(C)(C)C)[CH:14]=[CH:15][CH:16]=1)=[O:10])[C:2]1[CH:7]=[CH:6][CH:5]=[CH:4][CH:3]=1.[ClH:28].C(OCC)(=O)C. (3) Given the product [C:37]([C:35]1[N:36]=[C:32]([C:11]2[CH:10]=[C:9]([O:22][C@@H:23]([C@H:25]3[CH2:29][NH:28][C:27](=[O:30])[CH2:26]3)[CH3:24])[C:8]3[N:4]([CH:1]4[CH2:3][CH2:2]4)[CH:5]=[N:6][C:7]=3[CH:12]=2)[S:33][CH:34]=1)([CH3:40])([CH3:39])[CH3:38], predict the reactants needed to synthesize it. The reactants are: [CH:1]1([N:4]2[C:8]3[C:9]([O:22][C@@H:23]([C@H:25]4[CH2:29][NH:28][C:27](=[O:30])[CH2:26]4)[CH3:24])=[CH:10][C:11](B4OC(C)(C)C(C)(C)O4)=[CH:12][C:7]=3[N:6]=[CH:5]2)[CH2:3][CH2:2]1.Br[C:32]1[S:33][CH:34]=[C:35]([C:37]([CH3:40])([CH3:39])[CH3:38])[N:36]=1.C([O-])([O-])=O.[Na+].[Na+].N#N. (4) Given the product [N+:1]([C:12]1[C:13](=[O:21])[NH:14][C:15](=[O:20])[N:16]([CH2:17][CH2:18][CH3:19])[C:11]=1[CH3:10])([O-:4])=[O:2], predict the reactants needed to synthesize it. The reactants are: [N+:1]([O-:4])(O)=[O:2].S(=O)(=O)(O)O.[CH3:10][C:11]1[N:16]([CH2:17][CH2:18][CH3:19])[C:15](=[O:20])[NH:14][C:13](=[O:21])[CH:12]=1. (5) Given the product [CH3:1][N:2]([CH3:32])[C:3]([C:5]1[N:26]([CH:27]2[CH2:31][CH2:30][CH2:29][CH2:28]2)[C:8]2[N:9]=[C:10]([NH:13][C:14]3[CH:19]=[CH:18][C:17]([N:20]4[CH2:21][CH2:22][N:23]([CH2:34][CH:35]([CH3:38])[CH2:36][CH3:37])[CH2:24][CH2:25]4)=[CH:16][N:15]=3)[N:11]=[CH:12][C:7]=2[CH:6]=1)=[O:4], predict the reactants needed to synthesize it. The reactants are: [CH3:1][N:2]([CH3:32])[C:3]([C:5]1[N:26]([CH:27]2[CH2:31][CH2:30][CH2:29][CH2:28]2)[C:8]2[N:9]=[C:10]([NH:13][C:14]3[CH:19]=[CH:18][C:17]([N:20]4[CH2:25][CH2:24][NH:23][CH2:22][CH2:21]4)=[CH:16][N:15]=3)[N:11]=[CH:12][C:7]=2[CH:6]=1)=[O:4].Br[CH2:34][CH:35]([CH3:38])[CH2:36][CH3:37]. (6) Given the product [CH3:24][S:25]([OH:28])(=[O:27])=[O:26].[CH3:20][C:17]1[CH:18]=[CH:19][C:14]([CH2:13][N:4]([C:2]([NH2:1])=[O:3])[NH2:5])=[CH:15][CH:16]=1, predict the reactants needed to synthesize it. The reactants are: [NH2:1][C:2]([N:4]([CH2:13][C:14]1[CH:19]=[CH:18][C:17]([CH3:20])=[CH:16][CH:15]=1)[NH:5]C(OC(C)(C)C)=O)=[O:3].ClCCl.[CH3:24][S:25]([OH:28])(=[O:27])=[O:26].II.